From a dataset of Peptide-MHC class I binding affinity with 185,985 pairs from IEDB/IMGT. Regression. Given a peptide amino acid sequence and an MHC pseudo amino acid sequence, predict their binding affinity value. This is MHC class I binding data. (1) The peptide sequence is WIKNLETYT. The MHC is HLA-A02:03 with pseudo-sequence HLA-A02:03. The binding affinity (normalized) is 0.283. (2) The peptide sequence is ITYSLMSL. The MHC is H-2-Db with pseudo-sequence H-2-Db. The binding affinity (normalized) is 0.122. (3) The peptide sequence is YPPPRYITV. The MHC is HLA-B18:01 with pseudo-sequence HLA-B18:01. The binding affinity (normalized) is 0.0847.